From a dataset of Forward reaction prediction with 1.9M reactions from USPTO patents (1976-2016). Predict the product of the given reaction. (1) Given the reactants [Cl:1][C:2]1[CH:7]=[CH:6][C:5]([C:8](=O)[CH2:9][CH2:10][C:11]([OH:13])=[O:12])=[CH:4][CH:3]=1.[OH-].[K+].O.NN.Cl, predict the reaction product. The product is: [Cl:1][C:2]1[CH:3]=[CH:4][C:5]([CH2:8][CH2:9][CH2:10][C:11]([OH:13])=[O:12])=[CH:6][CH:7]=1. (2) Given the reactants [F:1][C:2]1[CH:3]=[C:4]([OH:9])[CH:5]=[C:6]([F:8])[CH:7]=1.[CH:10](CC([O-])=O)=[CH2:11].C([O-])([O-])=O.[Na+].[Na+], predict the reaction product. The product is: [CH:10]([O:9][C:4]1[CH:3]=[C:2]([F:1])[CH:7]=[C:6]([F:8])[CH:5]=1)=[CH2:11].